Dataset: Reaction yield outcomes from USPTO patents with 853,638 reactions. Task: Predict the reaction yield, written as a fraction of the theoretical maximum amount of product (1.0 means a 100% yield; for example, 0.34 means a 34% yield). (1) The reactants are [CH:1]([C:4]1[CH:9]=[CH:8][CH:7]=[C:6]([CH:10]([CH3:12])[CH3:11])[C:5]=1[OH:13])([CH3:3])[CH3:2].[C:14]1(=O)[O:19][C:17](=[O:18])[C:16]2=[CH:20][CH:21]=[CH:22][CH:23]=[C:15]12. The catalyst is [Cl-].[Zn+2].[Cl-]. The product is [OH:13][C:5]1[C:4]([CH:1]([CH3:3])[CH3:2])=[CH:9][C:8]([C:14]2([C:8]3[CH:7]=[C:6]([CH:10]([CH3:11])[CH3:12])[C:5]([OH:13])=[C:4]([CH:1]([CH3:3])[CH3:2])[CH:9]=3)[C:15]3[C:16](=[CH:20][CH:21]=[CH:22][CH:23]=3)[C:17](=[O:18])[O:19]2)=[CH:7][C:6]=1[CH:10]([CH3:12])[CH3:11]. The yield is 0.980. (2) The reactants are [CH3:1][C:2]1[NH:3][C:4]2[C:9]([CH:10]=1)=[CH:8][CH:7]=[CH:6][CH:5]=2.[OH-].[K+].Br[CH2:14][C:15]1[CH:24]=[CH:23][C:18]([C:19]([O:21]C)=[O:20])=[CH:17][CH:16]=1. The catalyst is C1OCCOCCOCCOCCOCCOC1. The product is [CH3:1][C:2]1[N:3]([CH2:14][C:15]2[CH:24]=[CH:23][C:18]([C:19]([OH:21])=[O:20])=[CH:17][CH:16]=2)[C:4]2[C:9]([CH:10]=1)=[CH:8][CH:7]=[CH:6][CH:5]=2. The yield is 0.400. (3) The reactants are [F:1][C:2]([F:22])([F:21])[O:3][C:4]1[CH:9]=[CH:8][C:7]([C:10]2[C:11](=[O:20])[NH:12][C:13]3([CH2:19][CH2:18][CH2:17][CH2:16][CH2:15]3)[N:14]=2)=[CH:6][CH:5]=1.Br[CH2:24][C:25]([O:27][CH2:28][CH3:29])=[O:26].C(=O)([O-])[O-].[K+].[K+].O. The catalyst is CN(C=O)C. The product is [O:20]=[C:11]1[C:10]([C:7]2[CH:8]=[CH:9][C:4]([O:3][C:2]([F:1])([F:21])[F:22])=[CH:5][CH:6]=2)=[N:14][C:13]2([CH2:19][CH2:18][CH2:17][CH2:16][CH2:15]2)[N:12]1[CH2:24][C:25]([O:27][CH2:28][CH3:29])=[O:26]. The yield is 0.500. (4) The reactants are Br[C:2]1[N:7]=[C:6]2[N:8]([CH2:13][CH2:14][O:15][CH3:16])[C:9](=[O:12])[CH2:10][NH:11][C:5]2=[N:4][CH:3]=1.C[Sn](C)(C)[C:19]1[CH:20]=[CH:21][C:22]([C:25]([OH:28])([CH3:27])[CH3:26])=[N:23][CH:24]=1. The catalyst is CN(C)C=O.Cl[Pd](Cl)([P](C1C=CC=CC=1)(C1C=CC=CC=1)C1C=CC=CC=1)[P](C1C=CC=CC=1)(C1C=CC=CC=1)C1C=CC=CC=1. The product is [OH:28][C:25]([C:22]1[N:23]=[CH:24][C:19]([C:2]2[N:7]=[C:6]3[N:8]([CH2:13][CH2:14][O:15][CH3:16])[C:9](=[O:12])[CH2:10][NH:11][C:5]3=[N:4][CH:3]=2)=[CH:20][CH:21]=1)([CH3:27])[CH3:26]. The yield is 0.380. (5) The reactants are [CH3:1][CH:2]([O:4][C:5]1[CH:6]=[N:7][CH:8]=[C:9](B2OC(C)(C)C(C)(C)O2)[CH:10]=1)[CH3:3].Br[C:21]1[CH:51]=[CH:50][C:24]2[N:25]=[C:26]([NH:28][C:29]3[CH:34]=[C:33]([CH2:35][N:36]4[CH2:41][CH2:40][O:39][CH2:38][CH2:37]4)[N:32]=[C:31]([NH:42][C@H:43]4[CH2:48][CH2:47][C@H:46]([OH:49])[CH2:45][CH2:44]4)[N:30]=3)[S:27][C:23]=2[CH:22]=1.C(=O)([O-])[O-].[Cs+].[Cs+]. The catalyst is O1CCOCC1.O.C1C=CC([P]([Pd]([P](C2C=CC=CC=2)(C2C=CC=CC=2)C2C=CC=CC=2)([P](C2C=CC=CC=2)(C2C=CC=CC=2)C2C=CC=CC=2)[P](C2C=CC=CC=2)(C2C=CC=CC=2)C2C=CC=CC=2)(C2C=CC=CC=2)C2C=CC=CC=2)=CC=1. The product is [CH3:3][CH:2]([O:4][C:5]1[CH:10]=[C:9]([C:21]2[CH:51]=[CH:50][C:24]3[N:25]=[C:26]([NH:28][C:29]4[CH:34]=[C:33]([CH2:35][N:36]5[CH2:37][CH2:38][O:39][CH2:40][CH2:41]5)[N:32]=[C:31]([NH:42][C@H:43]5[CH2:44][CH2:45][C@H:46]([OH:49])[CH2:47][CH2:48]5)[N:30]=4)[S:27][C:23]=3[CH:22]=2)[CH:8]=[N:7][CH:6]=1)[CH3:1]. The yield is 0.180. (6) The reactants are [Br:1][C:2]1[CH:10]=[C:9]2[C:5]([C:6]([CH2:12][O:13][CH3:14])([CH3:11])[CH2:7][NH:8]2)=[CH:4][CH:3]=1.[NH2:15][C:16]1[N:24]=[C:23]2[C:19]([NH:20][CH:21]=[N:22]2)=[C:18](Cl)[N:17]=1.Cl. The catalyst is O.C([O-])(O)=O.[Na+]. The product is [Br:1][C:2]1[CH:10]=[C:9]2[C:5]([C:6]([CH2:12][O:13][CH3:14])([CH3:11])[CH2:7][N:8]2[C:18]2[N:17]=[C:16]([NH2:15])[N:24]=[C:23]3[C:19]=2[N:20]=[CH:21][NH:22]3)=[CH:4][CH:3]=1. The yield is 0.170.